Dataset: Peptide-MHC class I binding affinity with 185,985 pairs from IEDB/IMGT. Task: Regression. Given a peptide amino acid sequence and an MHC pseudo amino acid sequence, predict their binding affinity value. This is MHC class I binding data. (1) The peptide sequence is RVRAYTYSK. The MHC is HLA-B44:02 with pseudo-sequence HLA-B44:02. The binding affinity (normalized) is 0. (2) The peptide sequence is GRNSFEVRV. The binding affinity (normalized) is 0.0847. The MHC is HLA-A01:01 with pseudo-sequence HLA-A01:01. (3) The peptide sequence is WTALMFAAY. The MHC is HLA-B08:01 with pseudo-sequence HLA-B08:01. The binding affinity (normalized) is 0.0847. (4) The peptide sequence is YTAVVPLVP. The MHC is Mamu-A02 with pseudo-sequence Mamu-A02. The binding affinity (normalized) is 0.250.